Dataset: Full USPTO retrosynthesis dataset with 1.9M reactions from patents (1976-2016). Task: Predict the reactants needed to synthesize the given product. (1) Given the product [OH:3][CH2:4][CH:5]([C:13]1[CH:14]=[CH:15][C:16]([C:17]([OH:19])=[O:18])=[CH:21][CH:22]=1)[O:6][C:7]1[CH:8]=[CH:9][CH:10]=[CH:11][CH:12]=1, predict the reactants needed to synthesize it. The reactants are: [OH-].[Li+].[OH:3][CH2:4][CH:5]([C:13]1[CH:22]=[CH:21][C:16]([C:17]([O:19]C)=[O:18])=[CH:15][CH:14]=1)[O:6][C:7]1[CH:12]=[CH:11][CH:10]=[CH:9][CH:8]=1. (2) Given the product [CH:1]12[CH2:10][CH:5]3[CH2:6][CH:7]([CH2:9][CH:3]([CH2:4]3)[CH:2]1[NH:11][C:12]([C:14]1[CH:15]=[N:16][N:17]([CH3:20])[C:18]=1[NH:24][CH2:23][CH2:21][OH:22])=[O:13])[CH2:8]2, predict the reactants needed to synthesize it. The reactants are: [CH:1]12[CH2:10][CH:5]3[CH2:6][CH:7]([CH2:9][CH:3]([CH2:4]3)[CH:2]1[NH:11][C:12]([C:14]1[CH:15]=[N:16][N:17]([CH3:20])[C:18]=1Cl)=[O:13])[CH2:8]2.[CH2:21]([CH2:23][NH2:24])[OH:22]. (3) Given the product [CH3:24][N:60]1[NH:61][N:62]=[C:63]([C:64]2[CH:69]=[CH:68][C:67]([NH:70][CH:71]3[CH2:76][CH2:75][N:74]([C:19](=[O:21])[CH2:18][CH2:17][CH2:16][N:13]4[CH2:14][CH2:15][N:10]([C:7]5[CH:6]=[CH:5][C:4]([C:3]([F:23])([F:22])[F:2])=[CH:9][CH:8]=5)[CH2:11][CH2:12]4)[CH2:73][CH2:72]3)=[CH:66][CH:65]=2)[NH:59]1, predict the reactants needed to synthesize it. The reactants are: [Li+].[F:2][C:3]([F:23])([F:22])[C:4]1[CH:9]=[CH:8][C:7]([N:10]2[CH2:15][CH2:14][N:13]([CH2:16][CH2:17][CH2:18][C:19]([O-:21])=O)[CH2:12][CH2:11]2)=[CH:6][CH:5]=1.[CH:24](N(C(C)C)CC)(C)C.F[P-](F)(F)(F)(F)F.CN(C)C(ON1C2C=CC=CC=2N=N1)=[N+](C)C.Cl.C[N:59]1[C:63]([C:64]2[CH:69]=[CH:68][C:67]([NH:70][CH:71]3[CH2:76][CH2:75][NH:74][CH2:73][CH2:72]3)=[CH:66][CH:65]=2)=[N:62][N:61]=[N:60]1. (4) Given the product [Cl:26][C:23]1[CH:24]=[CH:25][C:20]([C:18]([NH:17][CH:13]([CH2:12][C:7]2[C:5]3[C:4](=[CH:3][CH:2]=[CH:1][CH:6]=3)[NH:11][C:9](=[O:10])[CH:8]=2)[C:14]([O:16][CH2:27][C:28]2[CH:35]=[CH:34][CH:33]=[C:30]([CH3:31])[CH:29]=2)=[O:15])=[O:19])=[CH:21][CH:22]=1, predict the reactants needed to synthesize it. The reactants are: [CH:1]1[CH:2]=[CH:3][C:4]2[NH:11][C:9](=[O:10])[CH:8]=[C:7]([CH2:12][CH:13]([NH:17][C:18]([C:20]3[CH:21]=[CH:22][C:23]([Cl:26])=[CH:24][CH:25]=3)=[O:19])[C:14]([OH:16])=[O:15])[C:5]=2[CH:6]=1.[CH3:27][C:28]1[CH:29]=[C:30]([CH:33]=[CH:34][CH:35]=1)[CH2:31]Cl. (5) Given the product [C:14]([O:18][C:19](=[O:20])[NH:21][C@@H:22]([C:26]1[CH:31]=[CH:30][C:29]([O:32][CH2:33][CH2:34][O:35][CH:36]2[CH2:41][CH2:40][CH2:39][CH2:38][O:37]2)=[CH:28][CH:27]=1)[C:23]([N:1]1[CH2:4][CH2:3][CH2:2]1)=[O:24])([CH3:17])([CH3:15])[CH3:16], predict the reactants needed to synthesize it. The reactants are: [NH:1]1[CH2:4][CH2:3][CH2:2]1.C(N(CC)C(C)C)(C)C.[C:14]([O:18][C:19]([NH:21][C@@H:22]([C:26]1[CH:31]=[CH:30][C:29]([O:32][CH2:33][CH2:34][O:35][CH:36]2[CH2:41][CH2:40][CH2:39][CH2:38][O:37]2)=[CH:28][CH:27]=1)[C:23](O)=[O:24])=[O:20])([CH3:17])([CH3:16])[CH3:15]. (6) Given the product [C:5]([O:4][CH2:1][CH2:2][CH2:23][CH2:22][CH2:21][CH2:20][CH2:19][CH2:18]/[CH:17]=[CH:16]\[CH2:15][CH3:14])(=[O:7])[CH3:6], predict the reactants needed to synthesize it. The reactants are: [C:1]([O:4][C:5](=[O:7])[CH3:6])(=O)[CH3:2].N1C=CC=CC=1.[CH2:14](O)[CH2:15][CH2:16][CH2:17][CH2:18][CH2:19][CH2:20][CH2:21]/[CH:22]=[CH:23]\CC. (7) Given the product [CH2:1]([C:3]1[N:16]=[C:8]([C:10]2[CH:15]=[CH:14][CH:13]=[CH:12][N:11]=2)[C:6]([OH:7])=[CH:5][CH:4]=1)[CH3:2], predict the reactants needed to synthesize it. The reactants are: [CH2:1]([C:3]1[O:7][C:6]([C:8]([C:10]2[CH:15]=[CH:14][CH:13]=[CH:12][N:11]=2)=O)=[CH:5][CH:4]=1)[CH3:2].[NH3:16]. (8) Given the product [NH2:17][C:13]1[CH:14]=[C:15]2[C:10](=[CH:11][CH:12]=1)[CH2:9][NH:8][CH2:16]2, predict the reactants needed to synthesize it. The reactants are: C([N:8]1[CH2:16][C:15]2[C:10](=[CH:11][CH:12]=[C:13]([N+:17]([O-])=O)[CH:14]=2)[CH2:9]1)C1C=CC=CC=1.Cl. (9) Given the product [C:1]([O:5][C:6](=[O:15])[C:7]1[CH:12]=[CH:11][C:10]([C:31]2([OH:34])[CH2:30][C:29]([C:24]3[CH:25]=[C:26]([Cl:28])[CH:27]=[C:22]([Cl:21])[CH:23]=3)([C:35]([F:37])([F:36])[F:38])[O:33][CH2:32]2)=[CH:9][C:8]=1[CH3:14])([CH3:4])([CH3:3])[CH3:2], predict the reactants needed to synthesize it. The reactants are: [C:1]([O:5][C:6](=[O:15])[C:7]1[CH:12]=[CH:11][C:10](Br)=[CH:9][C:8]=1[CH3:14])([CH3:4])([CH3:3])[CH3:2].[Li]CCCC.[Cl:21][C:22]1[CH:23]=[C:24]([C:29]2([C:35]([F:38])([F:37])[F:36])[O:33][CH2:32][C:31](=[O:34])[CH2:30]2)[CH:25]=[C:26]([Cl:28])[CH:27]=1.